Task: Predict the reaction yield, written as a fraction of the theoretical maximum amount of product (1.0 means a 100% yield; for example, 0.34 means a 34% yield).. Dataset: Reaction yield outcomes from USPTO patents with 853,638 reactions (1) The reactants are [CH3:1][C:2]1([CH3:28])[O:6][CH:5]([CH2:7][CH2:8][O:9][C:10]2[CH:17]=[C:16]([F:18])[CH:15]=[C:14]([NH:19][C:20]3[CH:25]=[CH:24][C:23]([I:26])=[CH:22][C:21]=3[F:27])[C:11]=2[C:12]#[N:13])[CH2:4][O:3]1.[OH-].[Na+].OO.C(O)(=[O:35])C. The catalyst is CS(C)=O.O. The product is [CH3:1][C:2]1([CH3:28])[O:6][CH:5]([CH2:7][CH2:8][O:9][C:10]2[CH:17]=[C:16]([F:18])[CH:15]=[C:14]([NH:19][C:20]3[CH:25]=[CH:24][C:23]([I:26])=[CH:22][C:21]=3[F:27])[C:11]=2[C:12]([NH2:13])=[O:35])[CH2:4][O:3]1. The yield is 0.330. (2) The reactants are [CH3:1][O:2][C:3]1[CH:4]=[C:5]([CH:9]=[C:10]([O:14][CH3:15])[C:11]=1[O:12][CH3:13])[C:6](Cl)=[O:7].[CH3:16][O:17][C:18]1[C:23]([O:24][CH3:25])=[C:22]([O:26]C)[CH:21]=[CH:20][C:19]=1C(C1C=C(OC)C(OC)=C(OC)C=1)=CC#N.COC1C=CC=C(OC)C=1OC.[Cl-].[Al+3].[Cl-].[Cl-].COC1C=CC(OC)=CC=1C(C1C=C(OC)C=C(OC)C=1)=O. The catalyst is C(Cl)Cl. The product is [OH:26][C:22]1[C:23]([O:24][CH3:25])=[C:18]([O:17][CH3:16])[CH:19]=[CH:20][C:21]=1[C:6]([C:5]1[CH:4]=[C:3]([O:2][CH3:1])[C:11]([O:12][CH3:13])=[C:10]([O:14][CH3:15])[CH:9]=1)=[O:7]. The yield is 0.540. (3) The reactants are Cl[C:2]1[CH:11]=[CH:10][N:9]=[C:8]2[C:3]=1[CH:4]=[C:5]([C:13]([NH:15][CH2:16][C:17]1[CH:22]=[CH:21][CH:20]=[C:19]([C:23]([F:26])([F:25])[F:24])[CH:18]=1)=[O:14])[C:6]([CH3:12])=[N:7]2.[NH:27]1[CH2:32][CH2:31][O:30][CH2:29][CH2:28]1. The catalyst is C1COCC1. The product is [CH3:12][C:6]1[C:5]([C:13]([NH:15][CH2:16][C:17]2[CH:22]=[CH:21][CH:20]=[C:19]([C:23]([F:26])([F:25])[F:24])[CH:18]=2)=[O:14])=[CH:4][C:3]2[C:8](=[N:9][CH:10]=[CH:11][C:2]=2[N:27]2[CH2:32][CH2:31][O:30][CH2:29][CH2:28]2)[N:7]=1. The yield is 0.300. (4) The reactants are C[O:2][C:3](=O)[C:4]([NH:7][C:8]1[C:13]([N+:14]([O-])=O)=[CH:12][C:11]([I:17])=[CH:10][N:9]=1)([CH3:6])[CH3:5].O.O.Cl[Sn]Cl. The catalyst is C(O)C. The product is [I:17][C:11]1[CH:10]=[N:9][C:8]2[NH:7][C:4]([CH3:6])([CH3:5])[C:3](=[O:2])[NH:14][C:13]=2[CH:12]=1. The yield is 0.460. (5) The reactants are [CH2:1]([S:4][C:5]1[N:9]([CH2:10][C:11]2[CH:16]=[CH:15][C:14]([C:17]3[CH:22]=[CH:21][CH:20]=[CH:19][C:18]=3[C:23]3[NH:27][N:26]=[N:25][N:24]=3)=[CH:13][CH:12]=2)[C:8]2[C:28]([C:32]([O:34]CC)=[O:33])=[CH:29][CH:30]=[CH:31][C:7]=2[N:6]=1)[CH2:2][CH3:3].[OH-].[Na+]. The catalyst is CO. The product is [CH2:1]([S:4][C:5]1[N:9]([CH2:10][C:11]2[CH:12]=[CH:13][C:14]([C:17]3[CH:22]=[CH:21][CH:20]=[CH:19][C:18]=3[C:23]3[NH:27][N:26]=[N:25][N:24]=3)=[CH:15][CH:16]=2)[C:8]2[C:28]([C:32]([OH:34])=[O:33])=[CH:29][CH:30]=[CH:31][C:7]=2[N:6]=1)[CH2:2][CH3:3]. The yield is 0.910. (6) The reactants are [CH3:1][O:2][C:3]([C@@H:5]([N:13]1[CH2:21][C:17]2[CH:18]=[CH:19][S:20][C:16]=2[CH2:15][CH2:14]1)[C:6]1[CH:7]=[CH:8][CH:9]=[CH:10][C:11]=1[Cl:12])=[O:4].[S:22](=[O:26])(=[O:25])([OH:24])[OH:23]. The catalyst is C(Cl)(Cl)Cl. The product is [CH3:1][O:2][C:3]([C@@H:5]([N:13]1[CH2:21][C:17]2[CH:18]=[CH:19][S:20][C:16]=2[CH2:15][CH2:14]1)[C:6]1[C:11]([Cl:12])=[CH:10][CH:9]=[CH:8][CH:7]=1)=[O:4].[OH:25][S:22]([OH:26])(=[O:24])=[O:23]. The yield is 0.880.